Task: Predict the reaction yield, written as a fraction of the theoretical maximum amount of product (1.0 means a 100% yield; for example, 0.34 means a 34% yield).. Dataset: Reaction yield outcomes from USPTO patents with 853,638 reactions (1) The reactants are [CH3:1][O:2][C:3]([C:5]1[CH:14]=[C:13]([O:15][CH3:16])[C:12]2[C:7](=[C:8](Br)[CH:9]=[C:10]([F:17])[CH:11]=2)[N:6]=1)=[O:4].C1(P(C2C=CC=CC=2)C2C=CC3C(=CC=CC=3)C=2C2C3C(=CC=CC=3)C=CC=2P(C2C=CC=CC=2)C2C=CC=CC=2)C=CC=CC=1.[N+](C1C=C[C:71]([N:74]2[CH2:79][CH2:78][N:77](C(=O)C)[CH2:76][CH2:75]2)=CC=1)([O-])=O.CN1CCNCC1.C(=O)([O-])[O-].[Cs+].[Cs+]. The catalyst is C1(C)C=CC=CC=1. The product is [CH3:1][O:2][C:3]([C:5]1[CH:14]=[C:13]([O:15][CH3:16])[C:12]2[C:7](=[C:8]([N:77]3[CH2:78][CH2:79][N:74]([CH3:71])[CH2:75][CH2:76]3)[CH:9]=[C:10]([F:17])[CH:11]=2)[N:6]=1)=[O:4]. The yield is 0.900. (2) The reactants are [CH2:1]([O:3][C:4](=[O:31])[CH2:5][C:6]([CH3:30])([CH3:29])[C:7]#[C:8][C:9]1[CH:14]=[C:13]([N+:15]([O-:17])=[O:16])[CH:12]=[CH:11][C:10]=1[NH:18][CH2:19][CH2:20][O:21][Si](C(C)(C)C)(C)C)[CH3:2].CCCC[N+](CCCC)(CCCC)CCCC.[F-]. The catalyst is CC#N.Cl[Pd]Cl. The product is [CH2:1]([O:3][C:4](=[O:31])[CH2:5][C:6]([C:7]1[N:18]([CH2:19][CH2:20][OH:21])[C:10]2[C:9]([CH:8]=1)=[CH:14][C:13]([N+:15]([O-:17])=[O:16])=[CH:12][CH:11]=2)([CH3:30])[CH3:29])[CH3:2]. The yield is 0.600. (3) The reactants are [Cl-].[Ce+3].[Cl-].[Cl-].[I-].[Na+].[Br:7][CH2:8][C:9]([C:11]1[CH:16]=[CH:15][CH:14]=[CH:13][N:12]=1)=[O:10].[CH2:17]([N:24]1[CH2:29][CH2:28][C:27](=[O:30])[CH2:26][CH2:25]1)[C:18]1[CH:23]=[CH:22][CH:21]=[CH:20][CH:19]=1. The catalyst is O1CCCC1. The product is [BrH:7].[CH2:17]([N:24]1[CH2:29][CH2:28][C:27]([CH2:8][C:9]([C:11]2[CH:16]=[CH:15][CH:14]=[CH:13][N:12]=2)=[O:10])([OH:30])[CH2:26][CH2:25]1)[C:18]1[CH:19]=[CH:20][CH:21]=[CH:22][CH:23]=1. The yield is 0.363.